Dataset: Forward reaction prediction with 1.9M reactions from USPTO patents (1976-2016). Task: Predict the product of the given reaction. (1) Given the reactants [Cl:1][C:2]1[CH:7]=[CH:6][CH:5]=[CH:4][C:3]=1[C:8]1([C:14]([O:16][CH3:17])=[O:15])[CH2:10][CH:9]1[CH2:11][NH:12][CH3:13].[C:18]([OH:25])(=[O:24])/[CH:19]=[CH:20]/[C:21]([OH:23])=[O:22], predict the reaction product. The product is: [C:18]([OH:25])(=[O:24])/[CH:19]=[CH:20]/[C:21]([OH:23])=[O:22].[Cl:1][C:2]1[CH:7]=[CH:6][CH:5]=[CH:4][C:3]=1[C:8]1([C:14]([O:16][CH3:17])=[O:15])[CH2:10][CH:9]1[CH2:11][NH:12][CH3:13]. (2) Given the reactants [N:1]1([CH2:6][CH2:7][O:8][C:9]2[CH:14]=[CH:13][C:12]([NH:15][CH2:16][C:17]3[CH:22]=[CH:21][CH:20]=[CH:19][C:18]=3[O:23][CH:24]3[CH2:29][CH2:28][CH2:27][CH2:26][O:25]3)=[CH:11][CH:10]=2)[CH2:5][CH2:4][CH2:3][CH2:2]1.C(N(CC)CC)C.[C:37]1([CH3:49])[CH:42]=[C:41]([CH3:43])[CH:40]=[C:39]([CH3:44])[C:38]=1[S:45](Cl)(=[O:47])=[O:46].[N-]=C=O.C(O)C(N)(CO)CO, predict the reaction product. The product is: [CH3:49][C:37]1[CH:42]=[C:41]([CH3:43])[CH:40]=[C:39]([CH3:44])[C:38]=1[S:45]([N:15]([C:12]1[CH:11]=[CH:10][C:9]([O:8][CH2:7][CH2:6][N:1]2[CH2:2][CH2:3][CH2:4][CH2:5]2)=[CH:14][CH:13]=1)[CH2:16][C:17]1[CH:22]=[CH:21][CH:20]=[CH:19][C:18]=1[O:23][CH:24]1[CH2:29][CH2:28][CH2:27][CH2:26][O:25]1)(=[O:46])=[O:47].